This data is from Reaction yield outcomes from USPTO patents with 853,638 reactions. The task is: Predict the reaction yield, written as a fraction of the theoretical maximum amount of product (1.0 means a 100% yield; for example, 0.34 means a 34% yield). (1) The reactants are Br[C:2]1[CH:7]=[CH:6][C:5]([NH:8][C:9](=[O:11])[CH3:10])=[CH:4][CH:3]=1.[N:12]1[CH:17]=[CH:16][C:15](B(O)O)=[CH:14][CH:13]=1.C(=O)([O-])[O-].[Cs+].[Cs+]. The catalyst is O1CCOCC1.O.C1C=CC([P]([Pd]([P](C2C=CC=CC=2)(C2C=CC=CC=2)C2C=CC=CC=2)([P](C2C=CC=CC=2)(C2C=CC=CC=2)C2C=CC=CC=2)[P](C2C=CC=CC=2)(C2C=CC=CC=2)C2C=CC=CC=2)(C2C=CC=CC=2)C2C=CC=CC=2)=CC=1. The product is [N:12]1[CH:17]=[CH:16][C:15]([C:2]2[CH:7]=[CH:6][C:5]([NH:8][C:9](=[O:11])[CH3:10])=[CH:4][CH:3]=2)=[CH:14][CH:13]=1. The yield is 0.720. (2) The reactants are [C:1]1([B:7]([OH:9])[OH:8])[CH:6]=[CH:5][CH:4]=[CH:3][CH:2]=1.[N+:10]([O-])([OH:12])=[O:11].C(Cl)Cl.CCO. The catalyst is C(OC(=O)C)(=O)C. The product is [N+:10]([C:2]1[CH:3]=[CH:4][CH:5]=[CH:6][C:1]=1[B:7]([OH:9])[OH:8])([O-:12])=[O:11]. The yield is 0.350. (3) The reactants are [CH3:1][O:2][C:3](=[O:14])[C:4]1[CH:9]=[C:8]([O:10][CH3:11])[CH:7]=[C:6]([O:12][CH3:13])[CH:5]=1.C1C(=O)N([Br:22])C(=O)C1.[O-]S([O-])=O.[Na+].[Na+]. The catalyst is CC#N. The product is [CH3:1][O:2][C:3](=[O:14])[C:4]1[CH:5]=[C:6]([O:12][CH3:13])[CH:7]=[C:8]([O:10][CH3:11])[C:9]=1[Br:22]. The yield is 0.930. (4) The reactants are [Br:1][C:2]1[CH:7]=[C:6]([Cl:8])[C:5]([S:9](Cl)(=[O:11])=[O:10])=[C:4]([Cl:13])[CH:3]=1.[NH2:14][C:15]1[C:16]([CH3:25])=[N:17][N:18]([CH3:24])[C:19]=1[CH2:20][CH:21]([CH3:23])[CH3:22]. The catalyst is N1C=CC=CC=1. The product is [Br:1][C:2]1[CH:7]=[C:6]([Cl:8])[C:5]([S:9]([NH:14][C:15]2[C:16]([CH3:25])=[N:17][N:18]([CH3:24])[C:19]=2[CH2:20][CH:21]([CH3:23])[CH3:22])(=[O:11])=[O:10])=[C:4]([Cl:13])[CH:3]=1. The yield is 0.240. (5) The reactants are [N:1]([C:4]1[CH:13]=[CH:12][CH:11]=[CH:10][C:5]=1[C:6]([O:8]C)=O)=[C:2]=[O:3].[Br:14][C:15]1[CH:21]=[C:20]([N+:22]([O-:24])=[O:23])[CH:19]=[CH:18][C:16]=1[NH2:17].CCN(C(C)C)C(C)C.C1CCN2C(=NCCC2)CC1. The catalyst is CN(C=O)C. The product is [Br:14][C:15]1[CH:21]=[C:20]([N+:22]([O-:24])=[O:23])[CH:19]=[CH:18][C:16]=1[N:17]1[C:6](=[O:8])[C:5]2[C:4](=[CH:13][CH:12]=[CH:11][CH:10]=2)[NH:1][C:2]1=[O:3]. The yield is 0.440. (6) The yield is 0.960. The reactants are S(Cl)(Cl)=O.[N+:5]([C:8]1[C:9]([C:13]([OH:15])=[O:14])=[N:10][NH:11][CH:12]=1)([O-:7])=[O:6].[CH3:16][CH2:17]O. The product is [CH2:16]([O:14][C:13]([C:9]1[C:8]([N+:5]([O-:7])=[O:6])=[CH:12][NH:11][N:10]=1)=[O:15])[CH3:17]. No catalyst specified.